From a dataset of Catalyst prediction with 721,799 reactions and 888 catalyst types from USPTO. Predict which catalyst facilitates the given reaction. (1) Reactant: C[O:2][C:3](=[O:19])[CH:4]([C:6]1[CH:11]=[CH:10][C:9]([CH2:12][CH2:13][C:14]([CH3:17])([CH3:16])[CH3:15])=[C:8]([Cl:18])[CH:7]=1)[CH3:5].[OH-].[Na+].Cl. Product: [Cl:18][C:8]1[CH:7]=[C:6]([CH:4]([CH3:5])[C:3]([OH:19])=[O:2])[CH:11]=[CH:10][C:9]=1[CH2:12][CH2:13][C:14]([CH3:16])([CH3:17])[CH3:15]. The catalyst class is: 83. (2) Product: [C:1]([O:4][C@H:5]1[CH2:22][CH2:21][C@@:20]2([CH3:23])[C@@H:7]([CH2:8][CH2:9][C@:10]3([CH3:34])[C@@H:19]2[CH2:18][CH2:17][C@H:16]2[C@@:11]3([CH3:33])[CH2:12][CH2:13][C@@:14]3([C:30]([N:43]4[CH2:47][CH2:46][CH2:45][C@H:44]4[C:48]4[NH:49][C:50]([C:53]5[S:54][CH:55]=[CH:56][CH:57]=5)=[CH:51][N:52]=4)=[O:31])[CH2:26][CH2:25][C@@H:24]([C:27]([CH3:29])=[CH2:28])[C@@H:15]32)[C:6]1([CH3:36])[CH3:35])(=[O:3])[CH3:2]. Reactant: [C:1]([O:4][C@H:5]1[CH2:22][CH2:21][C@@:20]2([CH3:23])[C@@H:7]([CH2:8][CH2:9][C@:10]3([CH3:34])[C@@H:19]2[CH2:18][CH2:17][C@H:16]2[C@@:11]3([CH3:33])[CH2:12][CH2:13][C@@:14]3([C:30](O)=[O:31])[CH2:26][CH2:25][C@@H:24]([C:27]([CH3:29])=[CH2:28])[C@@H:15]32)[C:6]1([CH3:36])[CH3:35])(=[O:3])[CH3:2].C(Cl)(=O)C(Cl)=O.[NH:43]1[CH2:47][CH2:46][CH2:45][C@H:44]1[C:48]1[NH:49][C:50]([C:53]2[S:54][CH:55]=[CH:56][CH:57]=2)=[CH:51][N:52]=1. The catalyst class is: 2. (3) Reactant: Cl.[NH:2]1[C:6]2[CH:7]=[CH:8][CH:9]=[C:10]([C:11]([OH:13])=O)[C:5]=2[N:4]=[CH:3]1.[CH3:14][NH:15][CH3:16].C(N(C(C)C)C(C)C)C. Product: [CH3:14][N:15]([CH3:16])[C:11]([C:10]1[C:5]2[N:4]=[CH:3][NH:2][C:6]=2[CH:7]=[CH:8][CH:9]=1)=[O:13]. The catalyst class is: 3. (4) Reactant: Cl[C:2]1[CH:11]=[C:10]2[C:5]([C@:6]3([CH3:15])[C:12]([CH3:14])([CH3:13])[C@H:9]2[CH2:8][CH2:7]3)=[N:4][N:3]=1.[Cl:16][C:17]1[CH:22]=[CH:21][CH:20]=[C:19]([F:23])[C:18]=1[OH:24].C([O-])([O-])=O.[K+].[K+]. Product: [Cl:16][C:17]1[CH:22]=[CH:21][CH:20]=[C:19]([F:23])[C:18]=1[O:24][C:2]1[N:3]=[N:4][C:5]2[C@:6]3([CH3:15])[C:12]([CH3:14])([CH3:13])[C@H:9]([C:10]=2[CH:11]=1)[CH2:8][CH2:7]3. The catalyst class is: 16. (5) Reactant: [S:1](Cl)(Cl)=O.[N+:5]([C:8]1[CH:13]=[CH:12][CH:11]=[CH:10][C:9]=1[CH2:14][C:15]([OH:17])=O)([O-:7])=[O:6].[N+:18]([C:21]1C=CC=CC=1CC(Cl)=O)([O-])=O. Product: [N+:5]([C:8]1[CH:13]=[CH:12][CH:11]=[CH:10][C:9]=1[CH2:14][C:15]([N:18]=[C:21]=[S:1])=[O:17])([O-:7])=[O:6]. The catalyst class is: 11. (6) The catalyst class is: 27. Product: [I:27][CH2:2][CH2:3][C@H:4]([C:17]1[CH:22]=[CH:21][CH:20]=[CH:19][CH:18]=1)[O:5][C:6]1[CH:11]=[CH:10][C:9]([O:12][C:13](=[O:15])[CH3:14])=[CH:8][C:7]=1[CH3:16]. Reactant: Cl[CH2:2][CH2:3][C@H:4]([C:17]1[CH:22]=[CH:21][CH:20]=[CH:19][CH:18]=1)[O:5][C:6]1[CH:11]=[CH:10][C:9]([O:12][C:13](=[O:15])[CH3:14])=[CH:8][C:7]=1[CH3:16].CC(C)=O.[I-:27].[K+].